Dataset: Full USPTO retrosynthesis dataset with 1.9M reactions from patents (1976-2016). Task: Predict the reactants needed to synthesize the given product. Given the product [F:21][C:18]1([F:22])[CH2:17][CH2:16][C:15]([CH2:14][OH:13])([C:23]([O:25][CH2:26][CH3:27])=[O:24])[CH2:20][CH2:19]1, predict the reactants needed to synthesize it. The reactants are: CS(O)(=O)=O.C([O:13][CH2:14][C:15]1([C:23]([O:25][CH2:26][CH3:27])=[O:24])[CH2:20][CH2:19][C:18]([F:22])([F:21])[CH2:17][CH2:16]1)C1C=CC=CC=1.